From a dataset of Reaction yield outcomes from USPTO patents with 853,638 reactions. Predict the reaction yield, written as a fraction of the theoretical maximum amount of product (1.0 means a 100% yield; for example, 0.34 means a 34% yield). (1) No catalyst specified. The yield is 0.140. The product is [CH:75]1([N:53]2[C:52]3[CH:81]=[CH:82][C:49]([C:47]([OH:46])=[O:48])=[CH:50][C:51]=3[N:55]=[C:54]2[C:56]2[CH:57]=[C:58]3[C:63](=[CH:64][CH:65]=2)[N:62]=[C:61]([C:66]2[C:67]([C:89]4[CH:90]=[CH:91][C:86]([N+:83]([O-:85])=[O:84])=[CH:87][CH:88]=4)=[CH:68][CH:69]=[C:70]([O:72][CH3:73])[CH:71]=2)[CH:60]=[CH:59]3)[CH2:76][CH2:77][CH2:78][CH2:79][CH2:80]1. The reactants are ClC1C=C(C=CC=1F)C1C(C2C=CC3C(=CC=C(C4N(C5CCCCC5)C5C=CC(C(O)=O)=CC=5N=4)C=3)N=2)=CC(OC)=CC=1.C[O:46][C:47]([C:49]1[CH:82]=[CH:81][C:52]2[N:53]([CH:75]3[CH2:80][CH2:79][CH2:78][CH2:77][CH2:76]3)[C:54]([C:56]3[CH:57]=[C:58]4[C:63](=[CH:64][CH:65]=3)[N:62]=[C:61]([C:66]3[CH:71]=[C:70]([O:72][CH3:73])[CH:69]=[CH:68][C:67]=3Br)[CH:60]=[CH:59]4)=[N:55][C:51]=2[CH:50]=1)=[O:48].[N+:83]([C:86]1[CH:91]=[CH:90][C:89](B(O)O)=[CH:88][CH:87]=1)([O-:85])=[O:84]. (2) The reactants are [Cu]([C:4]#[N:5])C#N.Br[C:7]1[CH:12]=[CH:11][C:10]([C:13]([C:15]([C:17]2[CH:22]=[CH:21][C:20](Br)=[CH:19][CH:18]=2)=[O:16])=[O:14])=[CH:9][CH:8]=1.[CH3:24][N:25](C=O)C. No catalyst specified. The product is [C:24]([C:7]1[CH:12]=[CH:11][C:10]([C:13]([C:15]([C:17]2[CH:22]=[CH:21][C:20]([C:4]#[N:5])=[CH:19][CH:18]=2)=[O:16])=[O:14])=[CH:9][CH:8]=1)#[N:25]. The yield is 0.480. (3) The reactants are [NH2:1][C:2]1[C:3]([O:16]C)=[C:4]([C:8]2[CH:9]=[C:10]([C:13]([OH:15])=[O:14])[O:11][CH:12]=2)[CH:5]=[CH:6][CH:7]=1.B(Br)(Br)[Br:19].CO. The catalyst is ClCCl. The product is [BrH:19].[NH2:1][C:2]1[C:3]([OH:16])=[C:4]([C:8]2[CH:9]=[C:10]([C:13]([OH:15])=[O:14])[O:11][CH:12]=2)[CH:5]=[CH:6][CH:7]=1. The yield is 0.571. (4) The catalyst is CN(C=O)C.C(O)C.O. The reactants are [C:1](OC(OC(C)(C)C)N(C)C)(C)(C)C.[NH:15]1[C:19]2=[N:20][CH:21]=[CH:22][CH:23]=[C:18]2[CH2:17][C:16]1=[O:24].[S:25]([NH2:35])(=[O:34])([C:27]1[CH:32]=[CH:31][C:30]([NH2:33])=[CH:29][CH:28]=1)=[O:26].CS(O)(=O)=O.C([O-])(O)=O.[Na+]. The yield is 0.210. The product is [O:24]=[C:16]1[NH:15][C:19]2=[N:20][CH:21]=[CH:22][CH:23]=[C:18]2[C:17]1=[CH:1][NH:33][C:30]1[CH:29]=[CH:28][C:27]([S:25]([NH2:35])(=[O:34])=[O:26])=[CH:32][CH:31]=1. (5) The reactants are [CH3:1][C:2]1[O:6][C:5]([C:7]2[CH:12]=[CH:11][CH:10]=[CH:9][CH:8]=2)=[N:4][C:3]=1[CH2:13][CH2:14][O:15][C:16]1[C:24]2[CH:23]=[CH:22][S:21][C:20]=2[C:19]([CH:25]=[C:26]2[S:30][C:29](=[O:31])[NH:28][C:27]2=[O:32])=[CH:18][CH:17]=1.N1C=C(C(O)=O)C=C(C(O)=O)C=1.C1(C)C=C(C)C=C(C)C=1.C(N(CC)CC)C. The catalyst is C(O)C. The product is [CH3:1][C:2]1[O:6][C:5]([C:7]2[CH:12]=[CH:11][CH:10]=[CH:9][CH:8]=2)=[N:4][C:3]=1[CH2:13][CH2:14][O:15][C:16]1[C:24]2[CH:23]=[CH:22][S:21][C:20]=2[C:19]([CH2:25][CH:26]2[S:30][C:29](=[O:31])[NH:28][C:27]2=[O:32])=[CH:18][CH:17]=1. The yield is 0.923. (6) The reactants are [NH2:1][CH2:2][CH2:3][C:4]1[CH:9]=[CH:8][C:7]([OH:10])=[CH:6][CH:5]=1.[CH3:11][CH:12]([CH3:19])[N:13]=[C:14]=[N:15][CH:16]([CH3:18])[CH3:17]. The catalyst is C(O)(C)C. The product is [NH2:1][CH2:2][CH2:3][C:4]1[CH:9]=[CH:8][C:7]([OH:10])=[CH:6][CH:5]=1.[CH3:11][CH:12]([CH3:19])[N:13]=[C:14]=[N:15][CH:16]([CH3:18])[CH3:17]. The yield is 0.990. (7) The reactants are [CH2:1]([O:8][C:9](=[O:27])[NH:10][CH2:11][CH2:12][CH2:13][NH:14][C:15]1[C:20](/[CH:21]=[CH:22]\OCC)=[CH:19][N:18]=[C:17]([Cl:26])[N:16]=1)[C:2]1[CH:7]=[CH:6][CH:5]=[CH:4][CH:3]=1. The catalyst is C(O)(=O)C. The product is [CH2:1]([O:8][C:9](=[O:27])[NH:10][CH2:11][CH2:12][CH2:13][N:14]1[C:15]2[N:16]=[C:17]([Cl:26])[N:18]=[CH:19][C:20]=2[CH:21]=[CH:22]1)[C:2]1[CH:7]=[CH:6][CH:5]=[CH:4][CH:3]=1. The yield is 0.620. (8) The reactants are Cl[CH2:2][CH2:3][CH2:4][C:5]([C:7]1[CH:12]=[CH:11][CH:10]=[CH:9][CH:8]=1)=[O:6].[N-:13]=[N+:14]=[N-:15].[Na+].O. The catalyst is CS(C)=O. The product is [N:13]([CH2:2][CH2:3][CH2:4][C:5]([C:7]1[CH:12]=[CH:11][CH:10]=[CH:9][CH:8]=1)=[O:6])=[N+:14]=[N-:15]. The yield is 0.990.